From a dataset of Reaction yield outcomes from USPTO patents with 853,638 reactions. Predict the reaction yield, written as a fraction of the theoretical maximum amount of product (1.0 means a 100% yield; for example, 0.34 means a 34% yield). (1) The reactants are Cl[C:2]1[C:7]([C:8]#[N:9])=[CH:6][N:5]=[C:4]([S:10][CH3:11])[N:3]=1.[NH2:12][C@@H:13]1[CH2:18][CH2:17][C@H:16]([OH:19])[C:15]([CH3:21])([CH3:20])[CH2:14]1.CCN(C(C)C)C(C)C. The catalyst is C(O)(C)C. The product is [OH:19][C@H:16]1[CH2:17][CH2:18][C@@H:13]([NH:12][C:2]2[C:7]([C:8]#[N:9])=[CH:6][N:5]=[C:4]([S:10][CH3:11])[N:3]=2)[CH2:14][C:15]1([CH3:21])[CH3:20]. The yield is 0.720. (2) The reactants are Cl[C:2]1[N:7]=[C:6]([CH2:8][CH2:9][C:10]2[CH:15]=[CH:14][CH:13]=[CH:12][C:11]=2[C:16]2([C:19]([NH2:21])=[O:20])[CH2:18][CH2:17]2)[C:5]([Cl:22])=[CH:4][N:3]=1.[NH2:23][C:24]1[CH:29]=[CH:28][CH:27]=[CH:26][CH:25]=1.C1(C)C=CC(S(O)(=O)=O)=CC=1. The catalyst is O1CCOCC1. The product is [Cl:22][C:5]1[C:6]([CH2:8][CH2:9][C:10]2[CH:15]=[CH:14][CH:13]=[CH:12][C:11]=2[C:16]2([C:19]([NH2:21])=[O:20])[CH2:18][CH2:17]2)=[N:7][C:2]([NH:23][C:24]2[CH:29]=[CH:28][CH:27]=[CH:26][CH:25]=2)=[N:3][CH:4]=1. The yield is 0.460. (3) The reactants are [BH4-].[Na+].[CH2:3]([N:10]1[C:14]([C:15]2[CH:16]=[CH:17][C:18]3[O:23][CH2:22][CH2:21][CH2:20][C:19]=3[CH:24]=2)=[C:13]([C:25](=[O:31])[C:26]([O:28][CH2:29][CH3:30])=[O:27])[C:12]([C:32]([F:35])([F:34])[F:33])=[N:11]1)[C:4]1[CH:9]=[CH:8][CH:7]=[CH:6][CH:5]=1.O. The catalyst is CO. The product is [CH2:3]([N:10]1[C:14]([C:15]2[CH:16]=[CH:17][C:18]3[O:23][CH2:22][CH2:21][CH2:20][C:19]=3[CH:24]=2)=[C:13]([CH:25]([OH:31])[C:26]([O:28][CH2:29][CH3:30])=[O:27])[C:12]([C:32]([F:33])([F:35])[F:34])=[N:11]1)[C:4]1[CH:5]=[CH:6][CH:7]=[CH:8][CH:9]=1. The yield is 0.890. (4) The reactants are [N:1]12[CH2:8][CH2:7][C:4]([C:9]([C:16]3[S:17][CH:18]=[CH:19][CH:20]=3)([C:11]3[S:12][CH:13]=[CH:14][CH:15]=3)[OH:10])([CH2:5][CH2:6]1)[CH2:3][CH2:2]2.[Br:21][CH2:22][CH2:23][C:24]1[CH:29]=[CH:28][CH:27]=[CH:26][CH:25]=1. The catalyst is CO. The product is [Br-:21].[OH:10][C:9]([C:16]1[S:17][CH:18]=[CH:19][CH:20]=1)([C:11]1[S:12][CH:13]=[CH:14][CH:15]=1)[C:4]12[CH2:5][CH2:6][N+:1]([CH2:22][CH2:23][C:24]3[CH:29]=[CH:28][CH:27]=[CH:26][CH:25]=3)([CH2:8][CH2:7]1)[CH2:2][CH2:3]2. The yield is 0.489. (5) The reactants are [NH2:1][CH2:2][CH2:3][CH2:4][C@:5]([C@@H:21]1[CH2:26][CH2:25][CH2:24][N:23]([C:27]([O:29][C:30]([CH3:33])([CH3:32])[CH3:31])=[O:28])[CH2:22]1)([C:7]1[CH:12]=[CH:11][CH:10]=[C:9]([Cl:13])[C:8]=1[C:14]1[CH:19]=[CH:18][CH:17]=[C:16]([CH3:20])[CH:15]=1)[OH:6].CCN(CC)CC.Cl[C:42]([O:44][CH3:45])=[O:43]. The catalyst is C(Cl)Cl.CN(C)C1C=CN=CC=1. The product is [Cl:13][C:9]1[C:8]([C:14]2[CH:19]=[CH:18][CH:17]=[C:16]([CH3:20])[CH:15]=2)=[C:7]([C@:5]([C@@H:21]2[CH2:26][CH2:25][CH2:24][N:23]([C:27]([O:29][C:30]([CH3:33])([CH3:32])[CH3:31])=[O:28])[CH2:22]2)([OH:6])[CH2:4][CH2:3][CH2:2][NH:1][C:42]([O:44][CH3:45])=[O:43])[CH:12]=[CH:11][CH:10]=1. The yield is 0.780. (6) The yield is 0.660. The product is [O:38]=[C:31]1[N:32]2[CH2:37][CH2:36][N:35]([C:6]([C:5]3[CH:4]=[C:3]([CH:11]=[CH:10][CH:9]=3)[CH:1]=[O:2])=[O:8])[CH2:34][CH:33]2[C:29]([C:39]2[CH:40]=[CH:41][CH:42]=[CH:43][CH:44]=2)([C:23]2[CH:28]=[CH:27][CH:26]=[CH:25][CH:24]=2)[O:30]1. The catalyst is C1(C)C=CC=CC=1.O1CCCC1.O. The reactants are [CH:1]([C:3]1[CH:4]=[C:5]([CH:9]=[CH:10][CH:11]=1)[C:6]([OH:8])=O)=[O:2].S(Cl)(Cl)=O.C(N(CC)CC)C.[C:23]1([C:29]2([C:39]3[CH:44]=[CH:43][CH:42]=[CH:41][CH:40]=3)[CH:33]3[CH2:34][NH:35][CH2:36][CH2:37][N:32]3[C:31](=[O:38])[O:30]2)[CH:28]=[CH:27][CH:26]=[CH:25][CH:24]=1.